This data is from Catalyst prediction with 721,799 reactions and 888 catalyst types from USPTO. The task is: Predict which catalyst facilitates the given reaction. (1) Reactant: FC(F)(F)C(O)=O.[CH2:8]([O:15][C:16]1[CH:35]=[CH:34][C:33]([CH:36]2[CH2:41][CH2:40][N:39](C(OC(C)(C)C)=O)[CH2:38][CH2:37]2)=[CH:32][C:17]=1[C:18]([NH:20][C:21]1[CH:30]=[C:29]([Br:31])[CH:28]=[CH:27][C:22]=1[C:23]([O:25][CH3:26])=[O:24])=[O:19])[C:9]1[CH:14]=[CH:13][CH:12]=[CH:11][CH:10]=1.C(=O)(O)[O-].[Na+]. Product: [CH2:8]([O:15][C:16]1[CH:35]=[CH:34][C:33]([CH:36]2[CH2:41][CH2:40][NH:39][CH2:38][CH2:37]2)=[CH:32][C:17]=1[C:18]([NH:20][C:21]1[CH:30]=[C:29]([Br:31])[CH:28]=[CH:27][C:22]=1[C:23]([O:25][CH3:26])=[O:24])=[O:19])[C:9]1[CH:10]=[CH:11][CH:12]=[CH:13][CH:14]=1. The catalyst class is: 2. (2) Reactant: Cl[C:2]1[S:3][C:4]2[CH:10]=[CH:9][CH:8]=[CH:7][C:5]=2[N:6]=1.[NH2:11][CH2:12][C:13]([NH2:16])([CH3:15])[CH3:14]. Product: [S:3]1[C:4]2[CH:10]=[CH:9][CH:8]=[CH:7][C:5]=2[N:6]=[C:2]1[NH:11][CH2:12][C:13]([CH3:15])([NH2:16])[CH3:14]. The catalyst class is: 17.